Regression. Given a peptide amino acid sequence and an MHC pseudo amino acid sequence, predict their binding affinity value. This is MHC class II binding data. From a dataset of Peptide-MHC class II binding affinity with 134,281 pairs from IEDB. (1) The peptide sequence is PEGLLWLLLTGKVPT. The MHC is DRB3_0101 with pseudo-sequence DRB3_0101. The binding affinity (normalized) is 0.331. (2) The peptide sequence is EAVVKTLQPVSDLLT. The MHC is DRB1_0701 with pseudo-sequence DRB1_0701. The binding affinity (normalized) is 0.357. (3) The peptide sequence is GELQIVDVIDAAFKI. The MHC is DRB5_0101 with pseudo-sequence DRB5_0101. The binding affinity (normalized) is 0.632. (4) The peptide sequence is YDKFLANVSTVLTGD. The MHC is DRB1_0101 with pseudo-sequence DRB1_0101. The binding affinity (normalized) is 0.870. (5) The peptide sequence is YPWDRIEEVTRMAMT. The MHC is HLA-DQA10501-DQB10402 with pseudo-sequence HLA-DQA10501-DQB10402. The binding affinity (normalized) is 0.438.